Dataset: Catalyst prediction with 721,799 reactions and 888 catalyst types from USPTO. Task: Predict which catalyst facilitates the given reaction. Reactant: [CH2:1]([N:5]1[N:6]([CH3:28])[C:7]([C:24]([CH3:27])([CH3:26])[CH3:25])=[CH:8]/[C:9]/1=[N:10]\[C:11](=[O:23])[C:12]1[CH:17]=[C:16]([C:18]([F:21])([F:20])[F:19])[CH:15]=[CH:14][C:13]=1F)[CH2:2][CH2:3][CH3:4].[SH:29][CH2:30][C:31]([CH3:34])([OH:33])[CH3:32].CC(C)([O-])C.[K+].O. Product: [CH2:1]([N:5]1[N:6]([CH3:28])[C:7]([C:24]([CH3:27])([CH3:25])[CH3:26])=[CH:8]/[C:9]/1=[N:10]\[C:11](=[O:23])[C:12]1[CH:17]=[C:16]([C:18]([F:20])([F:21])[F:19])[CH:15]=[CH:14][C:13]=1[S:29][CH2:30][C:31]([OH:33])([CH3:34])[CH3:32])[CH2:2][CH2:3][CH3:4]. The catalyst class is: 44.